From a dataset of Catalyst prediction with 721,799 reactions and 888 catalyst types from USPTO. Predict which catalyst facilitates the given reaction. Reactant: [Cl:1][C:2]1[N:7]=[C:6]([CH2:8][C:9]([C:11]2[C:12]([F:24])=[C:13]([NH:17][C:18](=[O:23])[O:19][CH2:20][CH:21]=[CH2:22])[CH:14]=[CH:15][CH:16]=2)=O)[CH:5]=[CH:4][N:3]=1.C1C(=O)N(Br)C(=O)C1.[CH3:33][C:34]([CH3:39])([CH3:38])[C:35](=[S:37])[NH2:36].O. Product: [Cl:1][C:2]1[N:7]=[C:6]([C:8]2[S:37][C:35]([C:34]([CH3:39])([CH3:38])[CH3:33])=[N:36][C:9]=2[C:11]2[C:12]([F:24])=[C:13]([NH:17][C:18](=[O:23])[O:19][CH2:20][CH:21]=[CH2:22])[CH:14]=[CH:15][CH:16]=2)[CH:5]=[CH:4][N:3]=1. The catalyst class is: 44.